This data is from Peptide-MHC class I binding affinity with 185,985 pairs from IEDB/IMGT. The task is: Regression. Given a peptide amino acid sequence and an MHC pseudo amino acid sequence, predict their binding affinity value. This is MHC class I binding data. (1) The peptide sequence is GADINLMPI. The MHC is HLA-A68:02 with pseudo-sequence HLA-A68:02. The binding affinity (normalized) is 0.225. (2) The MHC is HLA-A02:07 with pseudo-sequence HLA-A02:07. The peptide sequence is SLDLASLIL. The binding affinity (normalized) is 0.320. (3) The peptide sequence is RVWIQENPW. The MHC is HLA-B57:01 with pseudo-sequence HLA-B57:01. The binding affinity (normalized) is 0.809. (4) The peptide sequence is ADFNFVYLTP. The MHC is H-2-Kb with pseudo-sequence H-2-Kb. The binding affinity (normalized) is 0.0385.